This data is from Catalyst prediction with 721,799 reactions and 888 catalyst types from USPTO. The task is: Predict which catalyst facilitates the given reaction. Product: [CH3:18][O:17][C:11]1[CH:12]=[C:13]2[C:8](=[C:9]([N:19]3[CH2:20][CH2:21][N:22]([CH2:25][C:26]([F:29])([F:28])[F:27])[CH2:23][CH2:24]3)[CH:10]=1)[O:7][C:6]([C:4]([OH:5])=[O:3])=[CH:15][C:14]2=[O:16]. The catalyst class is: 20. Reactant: C([O:3][C:4]([C:6]1[O:7][C:8]2[C:13]([C:14](=[O:16])[CH:15]=1)=[CH:12][C:11]([O:17][CH3:18])=[CH:10][C:9]=2[N:19]1[CH2:24][CH2:23][N:22]([CH2:25][C:26]([F:29])([F:28])[F:27])[CH2:21][CH2:20]1)=[O:5])C.CO.[Li+].[OH-].Cl.[Li+].[Cl-].